Dataset: Forward reaction prediction with 1.9M reactions from USPTO patents (1976-2016). Task: Predict the product of the given reaction. (1) The product is: [CH2:14]([O:13][C:11]([N:8]1[CH2:9][CH2:10][CH:5]([CH2:3][OH:2])[CH2:6][CH2:7]1)=[O:12])[CH3:15]. Given the reactants C[O:2][C:3]([CH:5]1[CH2:10][CH2:9][N:8]([C:11]([O:13][CH2:14][CH3:15])=[O:12])[CH2:7][CH2:6]1)=O.CC(C[AlH]CC(C)C)C, predict the reaction product. (2) Given the reactants [C:1]([C:3]1[CH:8]=[CH:7][CH:6]=[CH:5][C:4]=1[C:9]1[CH:17]=[CH:16][C:12]([C:13](O)=[O:14])=[C:11]([NH:18][CH2:19][CH2:20][C:21]2[CH:26]=[CH:25][CH:24]=[C:23]([F:27])[CH:22]=2)[N:10]=1)#[N:2].CN(C(ON1N=NC2C=CC=CC1=2)=[N+](C)C)C.F[P-](F)(F)(F)(F)F.C1C=CC2N(O)N=NC=2C=1.[NH2:62][CH2:63][C:64]1[CH:65]=[N:66][CH:67]=[CH:68][CH:69]=1, predict the reaction product. The product is: [C:1]([C:3]1[CH:8]=[CH:7][CH:6]=[CH:5][C:4]=1[C:9]1[CH:17]=[CH:16][C:12]([C:13]([NH:62][CH2:63][C:64]2[CH:65]=[N:66][CH:67]=[CH:68][CH:69]=2)=[O:14])=[C:11]([NH:18][CH2:19][CH2:20][C:21]2[CH:26]=[CH:25][CH:24]=[C:23]([F:27])[CH:22]=2)[N:10]=1)#[N:2]. (3) Given the reactants C(C1C=C(C2O[N:12]=[C:11]([C:14]3[CH:29]=[C:28]([CH3:30])[C:17]([O:18][CH2:19][CH:20]([OH:27])[CH2:21][NH:22][C:23](=[O:26])[CH2:24][OH:25])=[C:16]([CH3:31])[CH:15]=3)[N:10]=2)C=CC=1)=O.[CH:32]([C:34]1[CH:42]=[CH:41][C:37]([C:38]([OH:40])=O)=[CH:36][C:35]=1[CH3:43])=[O:33].OCC(NCC(O)COC1C(C)=CC(C(=N)NO)=CC=1C)=O, predict the reaction product. The product is: [CH:32]([C:34]1[CH:42]=[CH:41][C:37]([C:38]2[O:40][N:12]=[C:11]([C:14]3[CH:15]=[C:16]([CH3:31])[C:17]([O:18][CH2:19][CH:20]([OH:27])[CH2:21][NH:22][C:23](=[O:26])[CH2:24][OH:25])=[C:28]([CH3:30])[CH:29]=3)[N:10]=2)=[CH:36][C:35]=1[CH3:43])=[O:33]. (4) Given the reactants [C:1]([O:5][C:6]([NH:8][CH2:9][C:10]1[C:11]([CH2:33][CH:34]([CH3:36])[CH3:35])=[N:12][C:13]2[C:18]([C:19]=1[C:20]1[CH:25]=[CH:24][C:23]([CH3:26])=[CH:22][CH:21]=1)=[CH:17][C:16]([O:27][CH2:28][C:29]([O:31]C)=[O:30])=[CH:15][CH:14]=2)=[O:7])([CH3:4])([CH3:3])[CH3:2].CO.[OH-].[Na+].Cl, predict the reaction product. The product is: [C:1]([O:5][C:6]([NH:8][CH2:9][C:10]1[C:11]([CH2:33][CH:34]([CH3:36])[CH3:35])=[N:12][C:13]2[C:18]([C:19]=1[C:20]1[CH:21]=[CH:22][C:23]([CH3:26])=[CH:24][CH:25]=1)=[CH:17][C:16]([O:27][CH2:28][C:29]([OH:31])=[O:30])=[CH:15][CH:14]=2)=[O:7])([CH3:2])([CH3:4])[CH3:3]. (5) The product is: [OH:29][C@@H:24]1[CH2:25][CH2:26][CH2:27][CH2:28][C@H:23]1[N:13]1[C:12](=[O:30])[C:11]2[C:16](=[C:17]3[CH:22]=[CH:21][CH:20]=[CH:19][C:18]3=[C:9]([CH2:8][C:5]3[CH:6]=[N:7][C:2]([N:31]4[CH:35]=[CH:34][CH:33]=[N:32]4)=[CH:3][CH:4]=3)[CH:10]=2)[N:15]=[CH:14]1. Given the reactants Cl[C:2]1[N:7]=[CH:6][C:5]([CH2:8][C:9]2[CH:10]=[C:11]3[C:16](=[C:17]4[CH:22]=[CH:21][CH:20]=[CH:19][C:18]=24)[N:15]=[CH:14][N:13]([C@@H:23]2[CH2:28][CH2:27][CH2:26][CH2:25][C@H:24]2[OH:29])[C:12]3=[O:30])=[CH:4][CH:3]=1.[NH:31]1[CH:35]=[CH:34][CH:33]=[N:32]1.C(=O)([O-])[O-].[Cs+].[Cs+].CN[C@@H]1CCCC[C@H]1NC, predict the reaction product. (6) Given the reactants [F:1][C:2]1[C:7]([CH3:8])=[CH:6][CH:5]=[CH:4][N:3]=1.[Br:9]N1C(=O)CCC1=O.C(OOC(=O)C1C=CC=CC=1)(=O)C1C=CC=CC=1.CCCCCC, predict the reaction product. The product is: [Br:9][CH2:8][C:7]1[C:2]([F:1])=[N:3][CH:4]=[CH:5][CH:6]=1.